Dataset: Peptide-MHC class I binding affinity with 185,985 pairs from IEDB/IMGT. Task: Regression. Given a peptide amino acid sequence and an MHC pseudo amino acid sequence, predict their binding affinity value. This is MHC class I binding data. (1) The peptide sequence is DYPDDFMDK. The MHC is HLA-A11:01 with pseudo-sequence HLA-A11:01. The binding affinity (normalized) is 0.169. (2) The peptide sequence is SLVITYCLV. The MHC is HLA-A30:01 with pseudo-sequence HLA-A30:01. The binding affinity (normalized) is 0.265.